Dataset: Full USPTO retrosynthesis dataset with 1.9M reactions from patents (1976-2016). Task: Predict the reactants needed to synthesize the given product. (1) Given the product [CH3:11][NH:10][C:8]1[C:7]([N+:12]([O-:14])=[O:13])=[CH:6][C:3]([C:4]#[N:5])=[C:2]([N:20]2[CH2:21][CH2:22][CH:17]([C:16]([F:24])([F:23])[F:15])[CH2:18][CH2:19]2)[CH:9]=1, predict the reactants needed to synthesize it. The reactants are: Cl[C:2]1[CH:9]=[C:8]([NH:10][CH3:11])[C:7]([N+:12]([O-:14])=[O:13])=[CH:6][C:3]=1[C:4]#[N:5].[F:15][C:16]([F:24])([F:23])[CH:17]1[CH2:22][CH2:21][NH:20][CH2:19][CH2:18]1.C([O-])([O-])=O.[K+].[K+].[NH4+].[OH-]. (2) Given the product [OH:47][C:46]1[CH2:45][CH2:44][CH2:43][C:39](=[O:42])[C:40]=1[C:16]([C:8]1[C:7](=[O:26])[N:6]([CH2:5][C:4]2[CH:27]=[CH:28][CH:29]=[CH:30][C:3]=2[O:2][CH3:1])[C:15]2[C:10]([CH:9]=1)=[CH:11][CH:12]=[CH:13][N:14]=2)=[O:17], predict the reactants needed to synthesize it. The reactants are: [CH3:1][O:2][C:3]1[CH:30]=[CH:29][CH:28]=[CH:27][C:4]=1[CH2:5][N:6]1[C:15]2[C:10](=[CH:11][CH:12]=[CH:13][N:14]=2)[CH:9]=[C:8]([C:16](OC2CCCC(=O)C=2)=[O:17])[C:7]1=[O:26].C(N(CC)CC)C.C[C:39]([CH3:43])([OH:42])[C:40]#N.[C:44](O)(=O)[CH2:45][C:46](CC(O)=O)(C(O)=O)[OH:47]. (3) Given the product [F:29][C:26]1([F:28])[CH2:27][N:23]([C:21]([O:20][C:16]([CH3:17])([CH3:18])[CH3:19])=[O:22])[C@H:24]([C:30](=[O:31])[NH:1][N:2]2[CH:6]=[CH:5][CH:4]=[C:3]2[C:7](=[O:8])[NH:9][C:10]2[CH:15]=[CH:14][CH:13]=[CH:12][CH:11]=2)[CH2:25]1, predict the reactants needed to synthesize it. The reactants are: [NH2:1][N:2]1[CH:6]=[CH:5][CH:4]=[C:3]1[C:7]([NH:9][C:10]1[CH:15]=[CH:14][CH:13]=[CH:12][CH:11]=1)=[O:8].[C:16]([O:20][C:21]([N:23]1[CH2:27][C:26]([F:29])([F:28])[CH2:25][C@H:24]1[C:30](O)=[O:31])=[O:22])([CH3:19])([CH3:18])[CH3:17].CN(C(ON1N=NC2C=CC=NC1=2)=[N+](C)C)C.F[P-](F)(F)(F)(F)F.C(N(C(C)C)CC)(C)C. (4) Given the product [F:1][C:2]([F:19])([F:18])[C:3]1[CH:4]=[CH:5][C:6]2[NH:15][C:11](=[O:12])[CH2:10][NH:9][C:7]=2[N:8]=1, predict the reactants needed to synthesize it. The reactants are: [F:1][C:2]([F:19])([F:18])[C:3]1[N:8]=[C:7]([NH:9][CH2:10][C:11](OC)=[O:12])[C:6]([N+:15]([O-])=O)=[CH:5][CH:4]=1.O.O.[Sn](Cl)Cl. (5) Given the product [O:36]=[C:12]1[CH2:13][C:14]2([CH2:15][CH2:16][N:17]([C:20]([O:22][CH2:23][C:24]3[CH:29]=[CH:28][CH:27]=[CH:26][CH:25]=3)=[O:21])[CH2:18][CH2:19]2)[C:30]2[C:31](=[CH:32][CH:33]=[CH:34][CH:35]=2)[NH:11]1, predict the reactants needed to synthesize it. The reactants are: ClC1N=C(Cl)N=C(Cl)N=1.O[N:11]=[C:12]1[C:35]2[C:30](=[CH:31][CH:32]=[CH:33][CH:34]=2)[C:14]2([CH2:19][CH2:18][N:17]([C:20]([O:22][CH2:23][C:24]3[CH:29]=[CH:28][CH:27]=[CH:26][CH:25]=3)=[O:21])[CH2:16][CH2:15]2)[CH2:13]1.[OH2:36]. (6) Given the product [Cl:1][C:2]1[CH:3]=[CH:4][C:5]2[N:6]=[C:7]([CH2:20][S:23]([CH3:22])(=[O:25])=[O:24])[N:8]3[C:16]4[CH:15]=[CH:14][CH:13]=[C:12]([F:17])[C:11]=4[CH:10]=[C:9]3[C:18]=2[N:19]=1, predict the reactants needed to synthesize it. The reactants are: [Cl:1][C:2]1[CH:3]=[CH:4][C:5]2[N:6]=[C:7]([CH2:20]Cl)[N:8]3[C:16]4[CH:15]=[CH:14][CH:13]=[C:12]([F:17])[C:11]=4[CH:10]=[C:9]3[C:18]=2[N:19]=1.[CH3:22][S:23]([O:25][Na])=[O:24].OP([O-])([O-])=O.[K+].[K+].O. (7) Given the product [Cl:41][C:38]1[CH:39]=[CH:40][C:35]([NH:34][C:15]2[C:14]3[C:9](=[O:8])[NH:10][CH:11]=[CH:12][C:13]=3[N:17]([C@@:18]3([CH2:31][C:32]#[N:33])[CH2:23][O:22][C@H:21]([C:24]([OH:26])=[O:25])[CH2:20][CH2:19]3)[N:16]=2)=[CH:36][CH:37]=1, predict the reactants needed to synthesize it. The reactants are: C([O:8][C:9]1[C:14]2[C:15]([NH:34][C:35]3[CH:40]=[CH:39][C:38]([Cl:41])=[CH:37][CH:36]=3)=[N:16][N:17]([C@@:18]3([CH2:31][C:32]#[N:33])[CH2:23][O:22][C@H:21]([C:24]([O:26]C(C)(C)C)=[O:25])[CH2:20][CH2:19]3)[C:13]=2[CH:12]=[CH:11][N:10]=1)C1C=CC=CC=1.Cl. (8) Given the product [C:2]([O:5][C:6]([N:8]1[CH2:9][CH:10]([O:16][C:24]2[C:33]3[C:28](=[CH:29][CH:30]=[CH:31][CH:32]=3)[CH:27]=[CH:26][N:25]=2)[CH2:11][CH:12]1[C:13]([OH:15])=[O:14])=[O:7])([CH3:1])([CH3:3])[CH3:4], predict the reactants needed to synthesize it. The reactants are: [CH3:1][C:2]([O:5][C:6]([N:8]1[C@H:12]([C:13]([OH:15])=[O:14])[CH2:11][CH:10]([OH:16])[CH2:9]1)=[O:7])([CH3:4])[CH3:3].CC([O-])(C)C.[K+].Cl[C:24]1[C:33]2[C:28](=[CH:29][CH:30]=[CH:31][CH:32]=2)[CH:27]=[CH:26][N:25]=1.CO.C(Cl)Cl. (9) Given the product [Br:24][C:22]1[C:21]([F:25])=[CH:20][C:19]([F:26])=[C:18]([C@:13]2([CH3:17])[CH2:14][CH2:15][S:11][C:10]([NH2:9])=[N:12]2)[CH:23]=1, predict the reactants needed to synthesize it. The reactants are: C([NH:9][C:10]([NH:12][C@@:13]([C:18]1[CH:23]=[C:22]([Br:24])[C:21]([F:25])=[CH:20][C:19]=1[F:26])([CH3:17])[CH2:14][CH2:15]O)=[S:11])(=O)C1C=CC=CC=1.Cl.[OH-].[Na+].